From a dataset of Reaction yield outcomes from USPTO patents with 853,638 reactions. Predict the reaction yield, written as a fraction of the theoretical maximum amount of product (1.0 means a 100% yield; for example, 0.34 means a 34% yield). (1) The reactants are C(Cl)(=O)C1C=CC=CC=1.[S-:10][C:11]#[N:12].[NH4+].[F:14][C:15]1[CH:16]=[C:17]([CH:19]=[C:20]([F:22])[CH:21]=1)[NH2:18].[OH-].[Na+].Cl.[OH-].[NH4+]. The catalyst is CC(C)=O.O. The product is [F:14][C:15]1[CH:16]=[C:17]([NH:18][C:11]([NH2:12])=[S:10])[CH:19]=[C:20]([F:22])[CH:21]=1. The yield is 0.480. (2) The reactants are Cl[C:2]1[CH:7]=[C:6]([C:8](C)(C)[C:9]([O:11][CH2:12][CH3:13])=[O:10])[CH:5]=[CH:4][N:3]=1.C([NH:20][C:21](=[O:23])[O-:22])(C)(C)C.[CH3:24][C:25]1(C)[C:51]2C(=C(P(C3C=CC=CC=3)C3C=CC=CC=3)C=CC=2)OC2C(P(C3C=CC=CC=3)C3C=CC=CC=3)=CC=C[C:26]1=2.C(=O)([O-])[O-].[Cs+].[Cs+]. The product is [C:25]([O:22][C:21]([NH:20][C:2]1[CH:7]=[C:6]([CH2:8][C:9]([O:11][CH2:12][CH3:13])=[O:10])[CH:5]=[CH:4][N:3]=1)=[O:23])([CH3:51])([CH3:26])[CH3:24]. The yield is 0.370. The catalyst is C1COCC1.C1C=CC(/C=C/C(/C=C/C2C=CC=CC=2)=O)=CC=1.C1C=CC(/C=C/C(/C=C/C2C=CC=CC=2)=O)=CC=1.C1C=CC(/C=C/C(/C=C/C2C=CC=CC=2)=O)=CC=1.[Pd].[Pd]. (3) The yield is 0.0700. The reactants are [F:1][C@H:2]1[CH2:4][C@H:3]1[C:5]([NH:7][C:8]1[N:9]=[CH:10][C:11]2[C:16]([CH:17]=1)=[CH:15][CH:14]=[C:13](B1OC(C)(C)C(C)(C)O1)[CH:12]=2)=[O:6].Br[C:28]1[C:29]([CH2:35][OH:36])=[N:30][CH:31]=[CH:32][C:33]=1[CH3:34].C(=O)([O-])[O-].[K+].[K+].O1CCOCC1.O. The product is [F:1][C@H:2]1[CH2:4][C@H:3]1[C:5]([NH:7][C:8]1[N:9]=[CH:10][C:11]2[C:16]([CH:17]=1)=[CH:15][CH:14]=[C:13]([C:28]1[C:29]([CH2:35][OH:36])=[N:30][CH:31]=[CH:32][C:33]=1[CH3:34])[CH:12]=2)=[O:6]. The catalyst is C(OCC)(=O)C.CC(P(C(C)(C)C)C1C=CC(N(C)C)=CC=1)(C)C.CC(P(C(C)(C)C)C1C=CC(N(C)C)=CC=1)(C)C.Cl[Pd]Cl. (4) The reactants are [CH3:1][C:2]1([CH3:23])[C:7]2[CH:8]=[C:9]([C:12]3[N:16]([CH3:17])[C:15]([C:18]#[N:19])=[C:14](Br)[C:13]=3[CH3:21])[CH:10]=[CH:11][C:6]=2[NH:5][C:4](=[O:22])[O:3]1.[CH3:24][Sn](C)(C)C.O. The catalyst is CN(P(N(C)C)(N(C)C)=O)C. The product is [CH3:1][C:2]1([CH3:23])[C:7]2[CH:8]=[C:9]([C:12]3[N:16]([CH3:17])[C:15]([C:18]#[N:19])=[C:14]([CH3:24])[C:13]=3[CH3:21])[CH:10]=[CH:11][C:6]=2[NH:5][C:4](=[O:22])[O:3]1. The yield is 0.850.